Dataset: Forward reaction prediction with 1.9M reactions from USPTO patents (1976-2016). Task: Predict the product of the given reaction. (1) Given the reactants Br.[Br:2][CH2:3][CH2:4][CH2:5][NH2:6].[C:7](O[C:7]([O:9][C:10]([CH3:13])([CH3:12])[CH3:11])=[O:8])([O:9][C:10]([CH3:13])([CH3:12])[CH3:11])=[O:8].[OH-].[Na+], predict the reaction product. The product is: [C:10]([O:9][C:7]([NH:6][CH2:5][CH2:4][CH2:3][Br:2])=[O:8])([CH3:13])([CH3:12])[CH3:11]. (2) Given the reactants Br[C:2]1[CH:3]=[C:4]([CH:8]=[C:9]([S:11]([F:16])([F:15])([F:14])([F:13])[F:12])[CH:10]=1)[C:5]([OH:7])=[O:6].[CH3:17][N:18](C=O)C, predict the reaction product. The product is: [C:17]([C:2]1[CH:3]=[C:4]([CH:8]=[C:9]([S:11]([F:16])([F:15])([F:14])([F:13])[F:12])[CH:10]=1)[C:5]([OH:7])=[O:6])#[N:18]. (3) Given the reactants FC(F)(F)C(O)=O.[I:8][C:9]1[N:14]=[N:13][C:12]([N:15]2[CH2:20][CH2:19][N:18](C(OC(C)(C)C)=O)[CH2:17][CH2:16]2)=[CH:11][CH:10]=1.C([O-])([O-])=O.[K+].[K+], predict the reaction product. The product is: [I:8][C:9]1[N:14]=[N:13][C:12]([N:15]2[CH2:16][CH2:17][NH:18][CH2:19][CH2:20]2)=[CH:11][CH:10]=1. (4) Given the reactants C(P1(=O)OP(CCC)(=O)OP(CCC)(=O)O1)CC.[Br:19][C:20]1[CH:21]=[N:22][C:23]([O:29][CH3:30])=[C:24]([CH:28]=1)[C:25]([OH:27])=O.[F:31][C:32]1[CH:37]=[CH:36][C:35]([CH2:38][NH2:39])=[CH:34][CH:33]=1.CCN(CC)CC, predict the reaction product. The product is: [Br:19][C:20]1[CH:21]=[N:22][C:23]([O:29][CH3:30])=[C:24]([CH:28]=1)[C:25]([NH:39][CH2:38][C:35]1[CH:36]=[CH:37][C:32]([F:31])=[CH:33][CH:34]=1)=[O:27]. (5) Given the reactants [N:1]1[CH:6]=[CH:5][C:4]([C:7]([OH:9])=O)=[N:3][CH:2]=1.CN(C(ON1N=NC2C=CC=NC1=2)=[N+](C)C)C.F[P-](F)(F)(F)(F)F.CCN(C(C)C)C(C)C.[NH2:43][C:44]1[CH:49]=[CH:48][C:47]([C:50]2[S:54][C:53]([C:55]([O:57][CH3:58])=[O:56])=[C:52]([N:59]([C:63]([C@H:65]3[CH2:70][CH2:69][C@H:68]([CH3:71])[CH2:67][CH2:66]3)=[O:64])[CH:60]([CH3:62])[CH3:61])[CH:51]=2)=[CH:46][CH:45]=1, predict the reaction product. The product is: [CH3:71][C@H:68]1[CH2:69][CH2:70][C@H:65]([C:63]([N:59]([CH:60]([CH3:62])[CH3:61])[C:52]2[CH:51]=[C:50]([C:47]3[CH:48]=[CH:49][C:44]([NH:43][C:7]([C:4]4[CH:5]=[CH:6][N:1]=[CH:2][N:3]=4)=[O:9])=[CH:45][CH:46]=3)[S:54][C:53]=2[C:55]([O:57][CH3:58])=[O:56])=[O:64])[CH2:66][CH2:67]1. (6) Given the reactants [NH2:1][C:2]1[CH:3]=[C:4]([CH:13]=[CH:14][C:15]=1[NH2:16])[C:5]([C:7]1[CH:12]=[CH:11][CH:10]=[CH:9][CH:8]=1)=[O:6].[Cl:17][C:18]1[CH:23]=[CH:22][C:21]([CH:24]2[CH2:30][C:29](=O)[O:28][C:26](=[O:27])[CH2:25]2)=[CH:20][CH:19]=1.Cl, predict the reaction product. The product is: [ClH:17].[C:5]([C:4]1[CH:13]=[CH:14][C:15]2[N:16]=[C:29]([CH2:30][CH:24]([C:21]3[CH:20]=[CH:19][C:18]([Cl:17])=[CH:23][CH:22]=3)[CH2:25][C:26]([OH:28])=[O:27])[NH:1][C:2]=2[CH:3]=1)(=[O:6])[C:7]1[CH:12]=[CH:11][CH:10]=[CH:9][CH:8]=1. (7) Given the reactants [CH:1]1([C:6]2[CH:14]=[CH:13][C:9]([C:10]([O-])=[O:11])=[CH:8][C:7]=2[C:15]([F:18])([F:17])[F:16])[CH2:5][CH2:4][CH2:3][CH2:2]1.[Li+].[BH4-].Cl, predict the reaction product. The product is: [CH:1]1([C:6]2[CH:14]=[CH:13][C:9]([CH2:10][OH:11])=[CH:8][C:7]=2[C:15]([F:16])([F:17])[F:18])[CH2:2][CH2:3][CH2:4][CH2:5]1. (8) Given the reactants C(O)(=O)/C=C\C(O)=O.C1(CN2CCC(C[CH2:23][C:24]3[C:28]4[CH:29]=[C:30]5[CH2:35][C:34](=[O:36])[NH:33][C:31]5=[CH:32][C:27]=4[O:26][N:25]=3)CC2)C=CC=CC=1.N1C=CC=CC=1.O, predict the reaction product. The product is: [CH3:23][C:24]1[C:28]2[CH:29]=[C:30]3[CH2:35][C:34](=[O:36])[NH:33][C:31]3=[CH:32][C:27]=2[O:26][N:25]=1. (9) The product is: [CH2:12]([CH:5]1[CH2:4][N:1]([CH2:32][C:30]2[CH:31]=[C:26]3[CH:25]=[CH:24][N:23]([Si:22]([CH:19]([CH3:21])[CH3:20])([CH:37]([CH3:39])[CH3:38])[CH:34]([CH3:36])[CH3:35])[C:27]3=[N:28][CH:29]=2)[C:7](=[O:9])[CH2:6]1)[CH2:13][CH3:14]. Given the reactants [N+:1]([CH2:4][CH:5]([CH2:12][CH2:13][CH3:14])[CH2:6][C:7]([O:9]CC)=O)([O-])=O.C([O-])=O.[NH4+].[CH:19]([Si:22]([CH:37]([CH3:39])[CH3:38])([CH:34]([CH3:36])[CH3:35])[N:23]1[C:27]2=[N:28][CH:29]=[C:30]([CH:32]=O)[CH:31]=[C:26]2[CH:25]=[CH:24]1)([CH3:21])[CH3:20], predict the reaction product. (10) Given the reactants [O:1]([CH2:8][CH2:9][CH2:10][CH2:11][C:12]1[O:16][N:15]=[C:14]([C:17]([OH:19])=O)[CH:13]=1)[C:2]1[CH:7]=[CH:6][CH:5]=[CH:4][CH:3]=1.Cl.[O:21]1[CH2:25][CH2:24][CH:23]([CH2:26][NH2:27])[CH2:22]1.C(N(CC)CC)C.ON1C2C=CC=CC=2N=N1.Cl.C(N=C=NCCCN(C)C)C, predict the reaction product. The product is: [O:21]1[CH2:25][CH2:24][CH:23]([CH2:26][NH:27][C:17]([C:14]2[CH:13]=[C:12]([CH2:11][CH2:10][CH2:9][CH2:8][O:1][C:2]3[CH:3]=[CH:4][CH:5]=[CH:6][CH:7]=3)[O:16][N:15]=2)=[O:19])[CH2:22]1.